Task: Predict the reactants needed to synthesize the given product.. Dataset: Full USPTO retrosynthesis dataset with 1.9M reactions from patents (1976-2016) (1) Given the product [CH3:16][S:17]([O:8][CH:5]1[CH2:6][CH2:7][N:2]([CH3:1])[CH2:3][CH2:4]1)(=[O:19])=[O:18], predict the reactants needed to synthesize it. The reactants are: [CH3:1][N:2]1[CH2:7][CH2:6][CH:5]([OH:8])[CH2:4][CH2:3]1.CCN(CC)CC.[CH3:16][S:17](Cl)(=[O:19])=[O:18]. (2) The reactants are: [Cl:1][C:2]1[CH:10]=[CH:9][N:8]=[C:7]2[C:3]=1[CH:4]=[CH:5][NH:6]2.[C:11]1([CH3:21])[CH:16]=[CH:15][C:14]([S:17](Cl)(=[O:19])=[O:18])=[CH:13][CH:12]=1.S([O-])([O-])(=O)=O.C([N+](CCCC)(CCCC)CCCC)CCC.C([N+](CCCC)(CCCC)CCCC)CCC.[OH-].[Na+]. Given the product [Cl:1][C:2]1[CH:10]=[CH:9][N:8]=[C:7]2[N:6]([S:17]([C:14]3[CH:15]=[CH:16][C:11]([CH3:21])=[CH:12][CH:13]=3)(=[O:19])=[O:18])[CH:5]=[CH:4][C:3]=12, predict the reactants needed to synthesize it. (3) Given the product [CH3:49][O:50][CH2:51][CH2:52][NH:53][C:18]([C:4]1[NH:5][C:6]([CH:7]=[C:8]2[C:16]3[C:11](=[CH:12][CH:13]=[CH:14][CH:15]=3)[NH:10][C:9]2=[O:17])=[C:2]([CH3:1])[CH:3]=1)=[O:20], predict the reactants needed to synthesize it. The reactants are: [CH3:1][C:2]1[CH:3]=[C:4]([C:18]([OH:20])=O)[NH:5][C:6]=1[CH:7]=[C:8]1[C:16]2[C:11](=[CH:12][CH:13]=[CH:14][CH:15]=2)[NH:10][C:9]1=[O:17].CCN=C=NCCCN(C)C.C1C=CC2N(O)N=NC=2C=1.CCN(CC)CC.[CH3:49][O:50][CH2:51][CH2:52][NH2:53]. (4) Given the product [C:34]([O:33][C:31]([N:11]1[CH2:15][C@H:14]([F:16])[C@H:13]([F:17])[C@H:12]1[C:18]([OH:20])=[O:19])=[O:32])([CH3:35])([CH3:36])[CH3:37], predict the reactants needed to synthesize it. The reactants are: C(OC([N:11]1[CH2:15][C@H:14]([F:16])[C@H:13]([F:17])[C@H:12]1[C:18]([OH:20])=[O:19])=O)C1C=CC=CC=1.[OH-].[Na+].[CH3:35][C:34]([O:33][C:31](O[C:31]([O:33][C:34]([CH3:37])([CH3:36])[CH3:35])=[O:32])=[O:32])([CH3:37])[CH3:36]. (5) Given the product [CH3:15][CH:11]1[CH2:10][C:9]2[C:13](=[CH:14][C:5]3[N+:4]([O-:16])=[N:3][C:2]([NH:26][CH2:25][CH2:24][CH2:23][N:17]4[CH2:22][CH2:21][O:20][CH2:19][CH2:18]4)=[N:7][C:6]=3[CH:8]=2)[CH2:12]1, predict the reactants needed to synthesize it. The reactants are: Cl[C:2]1[N:3]=[N+:4]([O-:16])[C:5]2[CH:14]=[C:13]3[C:9]([CH2:10][CH:11]([CH3:15])[CH2:12]3)=[CH:8][C:6]=2[N:7]=1.[N:17]1([CH2:23][CH2:24][CH2:25][NH2:26])[CH2:22][CH2:21][O:20][CH2:19][CH2:18]1.CCN(CC)CC. (6) Given the product [CH2:20]([O:22][C:23](=[O:31])[C:24]1[CH:29]=[CH:28][C:27]([C:19]#[C:18][C:6]2[CH:7]=[C:8]3[C:13](=[C:4]([CH:1]4[CH2:3][CH2:2]4)[CH:5]=2)[O:12][C:11]([CH3:14])([CH3:15])[CH2:10][C:9]3([CH3:17])[CH3:16])=[CH:26][CH:25]=1)[CH3:21], predict the reactants needed to synthesize it. The reactants are: [CH:1]1([C:4]2[CH:5]=[C:6]([C:18]#[CH:19])[CH:7]=[C:8]3[C:13]=2[O:12][C:11]([CH3:15])([CH3:14])[CH2:10][C:9]3([CH3:17])[CH3:16])[CH2:3][CH2:2]1.[CH2:20]([O:22][C:23](=[O:31])[C:24]1[CH:29]=[CH:28][C:27](I)=[CH:26][CH:25]=1)[CH3:21].C(N(CC)CC)C.O1CCCC1. (7) The reactants are: [NH2:1][C:2]1[C:7]([F:8])=[CH:6][N:5]=[C:4]([OH:9])[N:3]=1.Cl[C:11]([O:13][C:14]1[CH:19]=[CH:18][CH:17]=[CH:16][CH:15]=1)=[O:12]. Given the product [NH2:1][C:2]1[C:7]([F:8])=[CH:6][N:5]([C:11]([O:13][C:14]2[CH:19]=[CH:18][CH:17]=[CH:16][CH:15]=2)=[O:12])[C:4](=[O:9])[N:3]=1, predict the reactants needed to synthesize it. (8) Given the product [F:26][C:27]1[CH:32]=[C:31]([N:33]([CH2:2][C:3]2[CH:4]=[C:5]([C:9]3[C:14]([CH3:15])=[CH:13][C:12]([O:16][CH2:17][C:18]4([OH:24])[CH2:19][CH2:20][S:21][CH2:22][CH2:23]4)=[CH:11][C:10]=3[CH3:25])[CH:6]=[CH:7][CH:8]=2)[S:34]([C:37]2[CH:42]=[CH:41][CH:40]=[CH:39][C:38]=2[N+:43]([O-:45])=[O:44])(=[O:35])=[O:36])[CH:30]=[CH:29][C:28]=1[CH2:46][CH2:47][C:48]([O:50][CH2:51][CH3:52])=[O:49], predict the reactants needed to synthesize it. The reactants are: O[CH2:2][C:3]1[CH:4]=[C:5]([C:9]2[C:14]([CH3:15])=[CH:13][C:12]([O:16][CH2:17][C:18]3([OH:24])[CH2:23][CH2:22][S:21][CH2:20][CH2:19]3)=[CH:11][C:10]=2[CH3:25])[CH:6]=[CH:7][CH:8]=1.[F:26][C:27]1[CH:32]=[C:31]([NH:33][S:34]([C:37]2[CH:42]=[CH:41][CH:40]=[CH:39][C:38]=2[N+:43]([O-:45])=[O:44])(=[O:36])=[O:35])[CH:30]=[CH:29][C:28]=1[CH2:46][CH2:47][C:48]([O:50][CH2:51][CH3:52])=[O:49].C(P(CCCC)CCCC)CCC.N(C(N1CCCCC1)=O)=NC(N1CCCCC1)=O.